This data is from Reaction yield outcomes from USPTO patents with 853,638 reactions. The task is: Predict the reaction yield, written as a fraction of the theoretical maximum amount of product (1.0 means a 100% yield; for example, 0.34 means a 34% yield). (1) The reactants are [Br:1][C:2]1[CH:10]=[CH:9][C:5]([C:6]([OH:8])=[O:7])=[CH:4][C:3]=1[OH:11].S(=O)(=O)(O)O.[C:17](=O)([O-])[O-].[Na+].[Na+]. The catalyst is CO. The product is [Br:1][C:2]1[CH:10]=[CH:9][C:5]([C:6]([O:8][CH3:17])=[O:7])=[CH:4][C:3]=1[OH:11]. The yield is 0.890. (2) The reactants are [NH:1]1[CH2:7][C:5](=[O:6])[NH:4][C:2]1=[S:3].CC12C(=O)N(C(=O)N1)CC1C=C(C=CC=1)C(=O)NCCCC1C=C2C=CC=1.COC1C=CC(P2(SP(C3C=CC(OC)=CC=3)(=S)S2)=[S:44])=CC=1. The yield is 0.700. The catalyst is C1(C)C=CC=CC=1. The product is [NH:1]1[CH2:7][C:5](=[O:6])[NH:4][C:2]1=[S:3].[NH:1]1[CH2:7][C:5](=[S:44])[NH:4][C:2]1=[S:3].